This data is from Forward reaction prediction with 1.9M reactions from USPTO patents (1976-2016). The task is: Predict the product of the given reaction. Given the reactants [C:1]([OH:8])(=O)[C:2]#[C:3][CH2:4][CH2:5][CH3:6].[CH:9]1([NH2:12])[CH2:11][CH2:10]1.Cl.CN(C)CCCN=C=NCC.O.ON1C2C=CC=CC=2N=N1.Cl, predict the reaction product. The product is: [CH:9]1([NH:12][C:1](=[O:8])[C:2]#[C:3][CH2:4][CH2:5][CH3:6])[CH2:11][CH2:10]1.